From a dataset of Reaction yield outcomes from USPTO patents with 853,638 reactions. Predict the reaction yield, written as a fraction of the theoretical maximum amount of product (1.0 means a 100% yield; for example, 0.34 means a 34% yield). (1) The reactants are [F:1][C:2]1[CH:10]=[CH:9][C:8]([CH2:11][C:12]2[C:21]3[C:16](=[CH:17][CH:18]=[CH:19][CH:20]=3)[C:15](=[O:22])[NH:14][N:13]=2)=[CH:7][C:3]=1[C:4]([OH:6])=O.CN(C(ON1N=NC2C=CC=CC1=2)=[N+](C)C)C.F[P-](F)(F)(F)(F)F.C(N(C(C)C)C(C)C)C.[N:56]1([C:62](=[O:71])[CH2:63][O:64][CH:65]2[CH2:70][CH2:69][NH:68][CH2:67][CH2:66]2)[CH2:61][CH2:60][CH2:59][CH2:58][CH2:57]1. The catalyst is CC(N(C)C)=O. The product is [F:1][C:2]1[CH:10]=[CH:9][C:8]([CH2:11][C:12]2[C:21]3[C:16](=[CH:17][CH:18]=[CH:19][CH:20]=3)[C:15](=[O:22])[NH:14][N:13]=2)=[CH:7][C:3]=1[C:4]([N:68]1[CH2:69][CH2:70][CH:65]([O:64][CH2:63][C:62](=[O:71])[N:56]2[CH2:57][CH2:58][CH2:59][CH2:60][CH2:61]2)[CH2:66][CH2:67]1)=[O:6]. The yield is 0.890. (2) The reactants are ClC(Cl)(O[C:5](=[O:11])OC(Cl)(Cl)Cl)Cl.[CH2:13]([C:16]1([CH2:34][CH:35]=[CH2:36])[C:32](=[O:33])[N:19]2[CH2:20][CH2:21][NH:22][C@@H:23]([C:24]3[CH:29]=[CH:28][CH:27]=[CH:26][C:25]=3[O:30][CH3:31])[C@@H:18]2[CH2:17]1)[CH:14]=[CH2:15].[F:37][C:38]([F:54])([F:53])[C:39]1[CH:40]=[C:41]([C@H:49]([NH:51][CH3:52])[CH3:50])[CH:42]=[C:43]([C:45]([F:48])([F:47])[F:46])[CH:44]=1. The catalyst is CCOC(C)=O.CN(C1C=CN=CC=1)C. The product is [F:37][C:38]([F:53])([F:54])[C:39]1[CH:40]=[C:41]([C@H:49]([N:51]([CH3:52])[C:5]([N:22]2[CH2:21][CH2:20][N:19]3[C:32](=[O:33])[C:16]([CH2:13][CH:14]=[CH2:15])([CH2:34][CH:35]=[CH2:36])[CH2:17][C@H:18]3[C@@H:23]2[C:24]2[CH:29]=[CH:28][CH:27]=[CH:26][C:25]=2[O:30][CH3:31])=[O:11])[CH3:50])[CH:42]=[C:43]([C:45]([F:46])([F:47])[F:48])[CH:44]=1. The yield is 0.170. (3) The reactants are C(OC(=O)[NH:7][CH:8]1[CH2:13][CH2:12][N:11]([C:14]2[CH:19]=[CH:18][C:17]([S:20](=[O:28])(=[O:27])[NH:21][C:22]3[S:26][N:25]=[CH:24][N:23]=3)=[CH:16][CH:15]=2)[CH2:10][CH2:9]1)(C)(C)C. The catalyst is Cl.O1CCOCC1. The product is [NH2:7][CH:8]1[CH2:13][CH2:12][N:11]([C:14]2[CH:19]=[CH:18][C:17]([S:20]([NH:21][C:22]3[S:26][N:25]=[CH:24][N:23]=3)(=[O:28])=[O:27])=[CH:16][CH:15]=2)[CH2:10][CH2:9]1. The yield is 0.810.